Dataset: Catalyst prediction with 721,799 reactions and 888 catalyst types from USPTO. Task: Predict which catalyst facilitates the given reaction. (1) Reactant: [NH:1]1[CH2:8][CH2:7][CH2:6][C@H:2]1[C:3]([OH:5])=[O:4].C(N(CC)CC)C.[C:16](N=[N+]=[N-])([O:18][C:19]([CH3:22])([CH3:21])[CH3:20])=[O:17].C(Cl)(Cl)Cl.CO. Product: [N:1]1([C:16]([O:18][C:19]([CH3:22])([CH3:21])[CH3:20])=[O:17])[CH2:8][CH2:7][CH2:6][C@H:2]1[C:3]([OH:5])=[O:4]. The catalyst class is: 3. (2) Reactant: [Si:1]([O:8][C@H:9]1[CH2:14][CH2:13][C@@:12]([C@H:16]2[CH2:24][CH2:23][C@@:22]3([CH3:25])[C@@H:18]([CH2:19][CH2:20]/[C:21]/3=[N:26]\O)[C@@H:17]2[CH2:28][NH:29][C:30](=[O:36])[O:31]C(C)(C)C)([CH3:15])[C@@H:11]([CH2:37][O:38][Si:39](C(C)(C)C)([CH3:41])[CH3:40])[CH2:10]1)([C:4]([CH3:7])([CH3:6])[CH3:5])([CH3:3])[CH3:2].S(Cl)(C1C=[CH:54][C:52]([CH3:53])=[CH:51]C=1)(=O)=O.[OH2:57]. Product: [Si:1]([O:8][C@H:9]1[CH2:14][CH2:13][C@@:12]([C@H:16]2[CH2:24][CH2:23][C@@:22]3([CH3:25])[C@@H:18]([CH2:19][CH2:20][C:21](=[O:57])[NH:26]3)[C@@H:17]2[CH2:28][NH:29][C:30](=[O:36])[O:31][C:4]([CH3:7])([CH3:6])[CH3:5])([CH3:15])[C@@H:11]([CH2:37][O:38][Si:39]([C:52]([CH3:51])([CH3:53])[CH3:54])([CH3:40])[CH3:41])[CH2:10]1)([C:4]([CH3:5])([CH3:6])[CH3:7])([CH3:2])[CH3:3]. The catalyst class is: 436. (3) Reactant: [CH2:1]([N:3]([CH2:37][CH3:38])[CH2:4][CH2:5][CH2:6][NH:7][C:8]1[N:9]=[C:10]([C:27]2[CH:28]=[C:29]([CH:33]=[CH:34][C:35]=2[CH3:36])[C:30]([OH:32])=O)[C:11]2[CH:17]=[CH:16][C:15](=[O:18])[N:14]([C:19]3[C:24]([F:25])=[CH:23][CH:22]=[CH:21][C:20]=3[F:26])[C:12]=2[N:13]=1)[CH3:2].CN(C(ON1N=NC2C=CC=CC1=2)=[N+](C)C)C.F[P-](F)(F)(F)(F)F.C(N(CC)CC)C.Cl.[NH2:71][CH2:72][CH2:73][C:74]#[N:75]. Product: [C:72]([CH2:73][CH2:74][NH:75][C:30](=[O:32])[C:29]1[CH:33]=[CH:34][C:35]([CH3:36])=[C:27]([C:10]2[C:11]3[CH:17]=[CH:16][C:15](=[O:18])[N:14]([C:19]4[C:24]([F:25])=[CH:23][CH:22]=[CH:21][C:20]=4[F:26])[C:12]=3[N:13]=[C:8]([NH:7][CH2:6][CH2:5][CH2:4][N:3]([CH2:1][CH3:2])[CH2:37][CH3:38])[N:9]=2)[CH:28]=1)#[N:71]. The catalyst class is: 3. (4) Reactant: [C:1]([O:5][C:6](=[O:22])[NH:7][C:8]1[CH:9]=[C:10]([C:14]2[CH:19]=[CH:18][C:17]([CH2:20][NH2:21])=[CH:16][CH:15]=2)[CH:11]=[CH:12][CH:13]=1)([CH3:4])([CH3:3])[CH3:2].CCN(CC)CC.[CH3:30][S:31](Cl)(=[O:33])=[O:32]. Product: [C:1]([O:5][C:6](=[O:22])[NH:7][C:8]1[CH:9]=[C:10]([C:14]2[CH:15]=[CH:16][C:17]([CH2:20][NH:21][S:31]([CH3:30])(=[O:33])=[O:32])=[CH:18][CH:19]=2)[CH:11]=[CH:12][CH:13]=1)([CH3:4])([CH3:2])[CH3:3]. The catalyst class is: 4. (5) Reactant: C1(P(C2CCCCC2)C2C=CC=CC=2C2C=CC=CC=2)CCCCC1.[B:35]1([B:35]2[O:39][C:38]([CH3:41])([CH3:40])[C:37]([CH3:43])([CH3:42])[O:36]2)[O:39][C:38]([CH3:41])([CH3:40])[C:37]([CH3:43])([CH3:42])[O:36]1.[K+].C([O-])(=O)C.Cl[C:50]1[CH:55]=[CH:54][N:53]=[C:52]2[NH:56][CH:57]=[CH:58][C:51]=12. Product: [CH3:41][C:38]1([CH3:40])[C:37]([CH3:42])([CH3:43])[O:36][B:35]([C:50]2[CH:55]=[CH:54][N:53]=[C:52]3[NH:56][CH:57]=[CH:58][C:51]=23)[O:39]1. The catalyst class is: 62. (6) Reactant: [Cl:1][C:2]1[N:7]=[C:6]([NH:8][CH2:9][C:10]([CH3:14])([CH3:13])[CH2:11][NH2:12])[CH:5]=[C:4]([C:15]2[C:23]3[C:18](=[N:19][CH:20]=[CH:21][CH:22]=3)[NH:17][CH:16]=2)[CH:3]=1.C(N(CC)CC)C.[CH3:31][S:32](Cl)(=[O:34])=[O:33].O. Product: [Cl:1][C:2]1[N:7]=[C:6]([NH:8][CH2:9][C:10]([CH3:14])([CH3:13])[CH2:11][NH:12][S:32]([CH3:31])(=[O:34])=[O:33])[CH:5]=[C:4]([C:15]2[C:23]3[C:18](=[N:19][CH:20]=[CH:21][CH:22]=3)[NH:17][CH:16]=2)[CH:3]=1. The catalyst class is: 3. (7) Reactant: ClC(O[C:6](=[O:12])OC(Cl)(Cl)Cl)(Cl)Cl.C(N(CC)CC)C.[NH2:20][C:21]1[CH:22]=[CH:23][C:24]([O:27][C:28]2[CH:35]=[CH:34][C:31]([C:32]#[N:33])=[C:30]([O:36][CH:37]([CH3:39])[CH3:38])[CH:29]=2)=[N:25][CH:26]=1.[Cl-].[CH3:41][C@@:42]([NH3+:49])([CH2:47][CH3:48])[C:43](OC)=[O:44].C[O-].[Na+]. Product: [CH2:47]([C@:42]1([CH3:41])[C:43](=[O:44])[N:20]([C:21]2[CH:22]=[CH:23][C:24]([O:27][C:28]3[CH:35]=[CH:34][C:31]([C:32]#[N:33])=[C:30]([O:36][CH:37]([CH3:39])[CH3:38])[CH:29]=3)=[N:25][CH:26]=2)[C:6](=[O:12])[NH:49]1)[CH3:48]. The catalyst class is: 61. (8) The catalyst class is: 11. Reactant: [Br:1][C:2]1[CH:7]=[CH:6][CH:5]=[C:4]([N:8]([CH3:10])[NH2:9])[N:3]=1.[N:11]12[CH2:19][CH2:18][CH:15]([CH2:16][CH2:17]1)[C:14](=O)[CH2:13][CH2:12]2.C1(C)C=CC(S(O)(=O)=O)=CC=1.O. Product: [Br:1][C:2]1[N:3]=[C:4]([N:8]([CH3:10])/[N:9]=[C:14]2/[CH2:13][CH2:12][N:11]3[CH2:19][CH2:18][CH:15]/2[CH2:16][CH2:17]3)[CH:5]=[CH:6][CH:7]=1. (9) Reactant: [CH3:1][CH:2]([C:11]1[CH:16]=[CH:15][C:14]([CH2:17][CH2:18][CH2:19][NH:20]C(OCC2C=CC=CC=2)=O)=[CH:13][CH:12]=1)[CH2:3][NH:4][S:5]([CH:8]([CH3:10])[CH3:9])(=[O:7])=[O:6]. Product: [NH2:20][CH2:19][CH2:18][CH2:17][C:14]1[CH:13]=[CH:12][C:11]([CH:2]([CH3:1])[CH2:3][NH:4][S:5]([CH:8]([CH3:10])[CH3:9])(=[O:7])=[O:6])=[CH:16][CH:15]=1. The catalyst class is: 45.